This data is from Full USPTO retrosynthesis dataset with 1.9M reactions from patents (1976-2016). The task is: Predict the reactants needed to synthesize the given product. The reactants are: [CH2:1]([N:5]([CH2:29][C:30]1[CH:35]=[CH:34][C:33]([C:36]([F:39])([F:38])[F:37])=[CH:32][C:31]=1[F:40])[C:6](=[O:28])[CH2:7][O:8][C:9]1[CH:14]=[CH:13][C:12]([CH2:15][CH2:16][O:17][C:18]2[CH:27]=[CH:26][CH:25]=[CH:24][C:19]=2[C:20]([O:22]C)=[O:21])=[CH:11][CH:10]=1)[CH2:2][CH2:3][CH3:4].[OH-].[Li+]. Given the product [CH2:1]([N:5]([CH2:29][C:30]1[CH:35]=[CH:34][C:33]([C:36]([F:37])([F:38])[F:39])=[CH:32][C:31]=1[F:40])[C:6](=[O:28])[CH2:7][O:8][C:9]1[CH:14]=[CH:13][C:12]([CH2:15][CH2:16][O:17][C:18]2[CH:27]=[CH:26][CH:25]=[CH:24][C:19]=2[C:20]([OH:22])=[O:21])=[CH:11][CH:10]=1)[CH2:2][CH2:3][CH3:4], predict the reactants needed to synthesize it.